Dataset: Reaction yield outcomes from USPTO patents with 853,638 reactions. Task: Predict the reaction yield, written as a fraction of the theoretical maximum amount of product (1.0 means a 100% yield; for example, 0.34 means a 34% yield). The yield is 0.310. The catalyst is C1CCCCC1.C(OCC)(=O)C. The product is [C:1]([O:5][C:6](=[O:14])[N:7]([CH2:18][CH2:17][O:16][CH3:15])[CH:8]1[CH2:13][CH2:12][CH:11]=[CH:10][CH2:9]1)([CH3:4])([CH3:2])[CH3:3]. The reactants are [C:1]([O:5][C:6](=[O:14])[NH:7][CH:8]1[CH2:13][CH2:12][CH:11]=[CH:10][CH2:9]1)([CH3:4])([CH3:3])[CH3:2].[CH3:15][O:16][CH2:17][CH2:18]Br.